From a dataset of Peptide-MHC class I binding affinity with 185,985 pairs from IEDB/IMGT. Regression. Given a peptide amino acid sequence and an MHC pseudo amino acid sequence, predict their binding affinity value. This is MHC class I binding data. (1) The peptide sequence is FQYEHEQTF. The MHC is HLA-B46:01 with pseudo-sequence HLA-B46:01. The binding affinity (normalized) is 0.292. (2) The peptide sequence is IVTVTTKDY. The MHC is HLA-A11:01 with pseudo-sequence HLA-A11:01. The binding affinity (normalized) is 0.0396.